This data is from Catalyst prediction with 721,799 reactions and 888 catalyst types from USPTO. The task is: Predict which catalyst facilitates the given reaction. (1) Reactant: Br[C:2]1[C:7]([C:8]([F:11])([F:10])[F:9])=[CH:6][C:5]([NH:12][C:13]2[N:17]=[C:16]([NH2:18])[NH:15][N:14]=2)=[CH:4][C:3]=1[Cl:19].[F:20][C:21]1[CH:26]=[CH:25][C:24](B(O)O)=[CH:23][C:22]=1[C:30](=[O:35])[NH:31][CH2:32][CH2:33][OH:34].C(=O)([O-])[O-].[Na+].[Na+].O. Product: [NH2:18][C:16]1[NH:15][N:14]=[C:13]([NH:12][C:5]2[CH:6]=[C:7]([C:8]([F:11])([F:10])[F:9])[C:2]([C:24]3[CH:25]=[CH:26][C:21]([F:20])=[C:22]([C:30]([NH:31][CH2:32][CH2:33][OH:34])=[O:35])[CH:23]=3)=[C:3]([Cl:19])[CH:4]=2)[N:17]=1. The catalyst class is: 73. (2) Reactant: [CH2:1]([O:8][C:9]([N:11]1[CH2:16][CH2:15][CH:14]([C:17]([O:19][CH:20]([C:31]2[CH:36]=[CH:35][C:34]([O:37][CH3:38])=[CH:33][CH:32]=2)[C:21]([C:23]2[CH:28]=[CH:27][C:26]([O:29][CH3:30])=[CH:25][CH:24]=2)=O)=O)[CH2:13][CH2:12]1)=[O:10])[C:2]1[CH:7]=[CH:6][CH:5]=[CH:4][CH:3]=1.C([O-])(=O)C.[NH4+:43]. Product: [CH2:1]([O:8][C:9]([N:11]1[CH2:16][CH2:15][CH:14]([C:17]2[O:19][C:20]([C:31]3[CH:36]=[CH:35][C:34]([O:37][CH3:38])=[CH:33][CH:32]=3)=[C:21]([C:23]3[CH:28]=[CH:27][C:26]([O:29][CH3:30])=[CH:25][CH:24]=3)[N:43]=2)[CH2:13][CH2:12]1)=[O:10])[C:2]1[CH:7]=[CH:6][CH:5]=[CH:4][CH:3]=1. The catalyst class is: 15.